From a dataset of Peptide-MHC class II binding affinity with 134,281 pairs from IEDB. Regression. Given a peptide amino acid sequence and an MHC pseudo amino acid sequence, predict their binding affinity value. This is MHC class II binding data. The peptide sequence is VFNYETETTSVIPAA. The MHC is HLA-DQA10501-DQB10201 with pseudo-sequence HLA-DQA10501-DQB10201. The binding affinity (normalized) is 0.198.